From a dataset of Catalyst prediction with 721,799 reactions and 888 catalyst types from USPTO. Predict which catalyst facilitates the given reaction. (1) Reactant: [CH3:1][S:2]([NH:5][C:6]1[CH:11]=[CH:10][CH:9]=[C:8]([C:12]2[C:20]3[C:15](=[CH:16][CH:17]=[C:18]([C:21]4[N:25]=[CH:24][N:23](C(C5C=CC=CC=5)(C5C=CC=CC=5)C5C=CC=CC=5)[N:22]=4)[CH:19]=3)[N:14](C3CCCCO3)[N:13]=2)[CH:7]=1)(=[O:4])=[O:3]. Product: [NH:23]1[CH:24]=[N:25][C:21]([C:18]2[CH:19]=[C:20]3[C:15](=[CH:16][CH:17]=2)[NH:14][N:13]=[C:12]3[C:8]2[CH:7]=[C:6]([NH:5][S:2]([CH3:1])(=[O:3])=[O:4])[CH:11]=[CH:10][CH:9]=2)=[N:22]1. The catalyst class is: 393. (2) Reactant: [C:1]([C:3]1[CH:8]=[CH:7][C:6](B(O)O)=[CH:5][CH:4]=1)#[N:2].Cl[C:13]1[CH:22]=[C:21]([Cl:23])[C:20]2[C:15](=[CH:16][CH:17]=[C:18]([O:24][CH3:25])[CH:19]=2)[N:14]=1. Product: [Cl:23][C:21]1[C:20]2[C:15](=[CH:16][CH:17]=[C:18]([O:24][CH3:25])[CH:19]=2)[N:14]=[C:13]([C:6]2[CH:7]=[CH:8][C:3]([C:1]#[N:2])=[CH:4][CH:5]=2)[CH:22]=1. The catalyst class is: 455. (3) Reactant: C1(C)C=CC(NC2C=C(C(O)=O)C(NC3C=CC(C)=CC=3)=CC=2C(O)=O)=CC=1.C[C:30]1[CH:35]=[CH:34][C:33]2[NH:36][C:37]3[C:42]([C:43](=[O:44])[C:32]=2[CH:31]=1)=[CH:41][C:40]1[NH:45][C:46]2[CH:53]=[CH:52][C:51](C)=[CH:50][C:47]=2[C:48](=[O:49])[C:39]=1[CH:38]=3. Product: [CH:51]1[CH:50]=[C:47]2[C:48]([C:39]3[C:40]([NH:45][C:46]2=[CH:53][CH:52]=1)=[CH:41][C:42]1[C:43]([C:32]2[C:33]([NH:36][C:37]=1[CH:38]=3)=[CH:34][CH:35]=[CH:30][CH:31]=2)=[O:44])=[O:49]. The catalyst class is: 619. (4) The catalyst class is: 4. Product: [F:40][C:36]1([F:39])[CH2:37][CH2:38][N:33]([C:31]([C:26]2[NH:27][C:28]3[C:24]([CH:25]=2)=[CH:23][C:22]([O:21][CH:18]2[CH2:19][CH2:20][NH:15][CH2:16][CH2:17]2)=[CH:30][CH:29]=3)=[O:32])[CH2:34][CH2:35]1. Reactant: FC(F)(F)C(O)=O.C(OC([N:15]1[CH2:20][CH2:19][CH:18]([O:21][C:22]2[CH:23]=[C:24]3[C:28](=[CH:29][CH:30]=2)[NH:27][C:26]([C:31]([N:33]2[CH2:38][CH2:37][C:36]([F:40])([F:39])[CH2:35][CH2:34]2)=[O:32])=[CH:25]3)[CH2:17][CH2:16]1)=O)(C)(C)C. (5) Reactant: [Cl:1][C:2]1[CH:3]=[C:4]([NH:8][C:9]([C:11]2[C:15]3[CH:16]=[N:17][C:18]4[CH:19]=[CH:20][CH:21]=[CH:22][C:23]=4[C:14]=3[N:13]([CH3:24])[N:12]=2)=[O:10])[CH:5]=[CH:6][CH:7]=1.[BH4-].[Na+]. Product: [Cl:1][C:2]1[CH:3]=[C:4]([NH:8][C:9]([C:11]2[C:15]3[CH2:16][NH:17][C:18]4[CH:19]=[CH:20][CH:21]=[CH:22][C:23]=4[C:14]=3[N:13]([CH3:24])[N:12]=2)=[O:10])[CH:5]=[CH:6][CH:7]=1. The catalyst class is: 219.